Task: Regression. Given a peptide amino acid sequence and an MHC pseudo amino acid sequence, predict their binding affinity value. This is MHC class II binding data.. Dataset: Peptide-MHC class II binding affinity with 134,281 pairs from IEDB The peptide sequence is AITAMSEAQKAAKPA. The binding affinity (normalized) is 0.0387. The MHC is HLA-DPA10201-DPB10101 with pseudo-sequence HLA-DPA10201-DPB10101.